This data is from hERG Central: cardiac toxicity at 1µM, 10µM, and general inhibition. The task is: Predict hERG channel inhibition at various concentrations. (1) The drug is CCOC(=O)c1c(CN2CCC(C)CC2)oc2ccc(OC)cc12. Results: hERG_inhib (hERG inhibition (general)): blocker. (2) The compound is CCOc1ccc(/C=N/NC(=O)CN2CCCCCCC2)cc1. Results: hERG_inhib (hERG inhibition (general)): blocker. (3) Results: hERG_inhib (hERG inhibition (general)): blocker. The compound is Cc1ccc(C(CNS(=O)(=O)c2ccc(F)cc2)N2CCN(C)CC2)cc1. (4) The compound is O=C(CCc1ccccc1)N1CCN(c2ccc([N+](=O)[O-])cc2)CC1. Results: hERG_inhib (hERG inhibition (general)): blocker. (5) The drug is Nc1nc(NC(=O)c2ccccc2)nn1-c1ccccc1. Results: hERG_inhib (hERG inhibition (general)): blocker.